This data is from NCI-60 drug combinations with 297,098 pairs across 59 cell lines. The task is: Regression. Given two drug SMILES strings and cell line genomic features, predict the synergy score measuring deviation from expected non-interaction effect. (1) Drug 1: C(CC(=O)O)C(=O)CN.Cl. Drug 2: N.N.Cl[Pt+2]Cl. Cell line: SR. Synergy scores: CSS=51.9, Synergy_ZIP=-3.14, Synergy_Bliss=-4.06, Synergy_Loewe=-9.13, Synergy_HSA=0.0300. (2) Drug 1: CCC1=C2CN3C(=CC4=C(C3=O)COC(=O)C4(CC)O)C2=NC5=C1C=C(C=C5)O. Cell line: NCI-H522. Drug 2: C1CN(CCN1C(=O)CCBr)C(=O)CCBr. Synergy scores: CSS=44.3, Synergy_ZIP=-9.94, Synergy_Bliss=-2.16, Synergy_Loewe=2.77, Synergy_HSA=4.40. (3) Synergy scores: CSS=25.9, Synergy_ZIP=-3.50, Synergy_Bliss=7.98, Synergy_Loewe=5.45, Synergy_HSA=7.47. Drug 2: C1CC(=O)NC(=O)C1N2C(=O)C3=CC=CC=C3C2=O. Drug 1: CC(CN1CC(=O)NC(=O)C1)N2CC(=O)NC(=O)C2. Cell line: HS 578T. (4) Drug 1: CC1=C(C(CCC1)(C)C)C=CC(=CC=CC(=CC(=O)O)C)C. Drug 2: CCCCC(=O)OCC(=O)C1(CC(C2=C(C1)C(=C3C(=C2O)C(=O)C4=C(C3=O)C=CC=C4OC)O)OC5CC(C(C(O5)C)O)NC(=O)C(F)(F)F)O. Cell line: HS 578T. Synergy scores: CSS=36.2, Synergy_ZIP=3.21, Synergy_Bliss=7.38, Synergy_Loewe=-1.72, Synergy_HSA=9.65. (5) Drug 1: C1=CN(C=N1)CC(O)(P(=O)(O)O)P(=O)(O)O. Drug 2: CC1C(C(CC(O1)OC2CC(OC(C2O)C)OC3=CC4=CC5=C(C(=O)C(C(C5)C(C(=O)C(C(C)O)O)OC)OC6CC(C(C(O6)C)O)OC7CC(C(C(O7)C)O)OC8CC(C(C(O8)C)O)(C)O)C(=C4C(=C3C)O)O)O)O. Cell line: LOX IMVI. Synergy scores: CSS=33.9, Synergy_ZIP=2.46, Synergy_Bliss=8.20, Synergy_Loewe=-20.0, Synergy_HSA=1.41. (6) Drug 1: CN(CCCl)CCCl.Cl. Drug 2: C1=NNC2=C1C(=O)NC=N2. Cell line: LOX IMVI. Synergy scores: CSS=19.1, Synergy_ZIP=-2.29, Synergy_Bliss=1.56, Synergy_Loewe=-1.64, Synergy_HSA=2.56. (7) Drug 1: CC1=C2C(C(=O)C3(C(CC4C(C3C(C(C2(C)C)(CC1OC(=O)C(C(C5=CC=CC=C5)NC(=O)OC(C)(C)C)O)O)OC(=O)C6=CC=CC=C6)(CO4)OC(=O)C)OC)C)OC. Drug 2: C1=NNC2=C1C(=O)NC=N2. Cell line: T-47D. Synergy scores: CSS=30.7, Synergy_ZIP=3.10, Synergy_Bliss=4.39, Synergy_Loewe=-16.8, Synergy_HSA=3.71. (8) Drug 1: C1=CC(=CC=C1CCCC(=O)O)N(CCCl)CCCl. Drug 2: CCN(CC)CCCC(C)NC1=C2C=C(C=CC2=NC3=C1C=CC(=C3)Cl)OC. Cell line: A549. Synergy scores: CSS=32.9, Synergy_ZIP=3.76, Synergy_Bliss=8.88, Synergy_Loewe=8.34, Synergy_HSA=9.57.